From a dataset of Catalyst prediction with 721,799 reactions and 888 catalyst types from USPTO. Predict which catalyst facilitates the given reaction. (1) Product: [ClH:1].[CH3:2][O:3][C:4]1[CH:9]=[CH:8][CH:7]=[CH:6][C:5]=1[N:10]1[CH2:15][CH2:14][NH:13][CH2:12][CH2:11]1. Reactant: [ClH:1].[CH3:2][O:3][C:4]1[CH:9]=[CH:8][CH:7]=[CH:6][C:5]=1[N:10]1[CH2:15][CH2:14][N:13](C(OC(C)(C)C)=O)[CH2:12][CH2:11]1. The catalyst class is: 25. (2) Reactant: BrC1SC=CC=1.C([Li])CCC.[CH2:12]([N:19]1[CH2:24][CH2:23][C:22](=O)[CH2:21][CH2:20]1)[C:13]1[CH:18]=[CH:17][CH:16]=[CH:15][CH:14]=1. Product: [CH2:12]([N:19]1[CH2:24][CH2:23][CH2:22][CH2:21][CH2:20]1)[C:13]1[CH:18]=[CH:17][CH:16]=[CH:15][CH:14]=1. The catalyst class is: 1. (3) Reactant: [Br:1][C:2]1[CH:10]=[CH:9][C:5]([C:6]([OH:8])=[O:7])=[CH:4][C:3]=1[CH:11](Br)Br.C(=O)([O-])[O-:15].[Na+].[Na+].Cl. Product: [Br:1][C:2]1[CH:10]=[CH:9][C:5]([C:6]([OH:8])=[O:7])=[CH:4][C:3]=1[CH:11]=[O:15]. The catalyst class is: 6. (4) Reactant: [C:1]([C:3]1[C:8](=[O:9])[N:7]([CH2:10][O:11][CH2:12][CH2:13][Si:14]([CH3:17])([CH3:16])[CH3:15])[C:6]([CH3:18])=[C:5]([C:19]([OH:21])=O)[CH:4]=1)#[N:2].[C:22]([C:24]1C(OCOCC[Si](C)(C)C)=NC(C)=[C:28]([CH:34]=1)C(OCC)=O)#[N:23].CCN=C=NCCCN(C)C.C1C=CC2N([OH:65])N=NC=2C=1.NCC(O)C.CCN(C(C)C)C(C)C. Product: [C:1]([C:3]1[C:8](=[O:9])[N:7]([CH2:10][O:11][CH2:12][CH2:13][Si:14]([CH3:15])([CH3:16])[CH3:17])[C:6]([CH3:18])=[C:5]([C:19]([NH:23][CH2:22][CH:24]([OH:65])[CH2:34][CH3:28])=[O:21])[CH:4]=1)#[N:2]. The catalyst class is: 2.